From a dataset of Catalyst prediction with 721,799 reactions and 888 catalyst types from USPTO. Predict which catalyst facilitates the given reaction. (1) Reactant: C([O:5][C:6](=[O:27])[CH2:7][CH2:8][CH2:9][CH2:10][CH2:11][CH2:12][CH2:13][C@H:14]([OH:26])/[CH:15]=[CH:16]/[C@H:17]([OH:25])[C@@H:18]([OH:24])[CH2:19][CH2:20][CH2:21][CH2:22][CH3:23])(C)(C)C.[OH-].[K+].Cl. Product: [CH3:23][CH2:22][CH2:21][CH2:20][CH2:19][C@H:18]([OH:24])[C@@H:17]([OH:25])/[CH:16]=[CH:15]/[C@@H:14]([OH:26])[CH2:13][CH2:12][CH2:11][CH2:10][CH2:9][CH2:8][CH2:7][C:6]([OH:27])=[O:5]. The catalyst class is: 40. (2) Reactant: [CH3:1][O:2][C:3]1[C:14]([O:15][CH3:16])=[CH:13][C:6]2[S:7][C:8]([C:10]([OH:12])=O)=[CH:9][C:5]=2[CH:4]=1.C(Cl)(=O)C(Cl)=O.[NH2:23][C:24]1[CH:33]=[CH:32][CH:31]=[CH:30][C:25]=1[C:26]([O:28][CH3:29])=[O:27].CCN(CC)CC.COC1C(OC)=CC2SC(C(Cl)=O)=CC=2C=1. Product: [CH3:1][O:2][C:3]1[C:14]([O:15][CH3:16])=[CH:13][C:6]2[S:7][C:8]([C:10]([NH:23][C:24]3[CH:33]=[CH:32][CH:31]=[CH:30][C:25]=3[C:26]([O:28][CH3:29])=[O:27])=[O:12])=[CH:9][C:5]=2[CH:4]=1. The catalyst class is: 59. (3) Reactant: C(N(CC)CC)C.[F:8][C:9]1[CH:10]=[C:11]2[C:15](=[CH:16][CH:17]=1)[N:14](C(OC(C)(C)C)=O)[CH:13]=[C:12]2[CH:25]=[O:26].[CH3:27][O:28][C:29]1[CH:30]=[C:31]([CH:42]=[CH:43][CH:44]=1)[N:32]=[CH:33][C:34]1[CH:39]=[N:38][C:37]([O:40][CH3:41])=[CH:36][N:35]=1. Product: [F:8][C:9]1[CH:10]=[C:11]2[C:15](=[CH:16][CH:17]=1)[NH:14][CH:13]=[C:12]2[C:25](=[O:26])[CH:33]([NH:32][C:31]1[CH:42]=[CH:43][CH:44]=[C:29]([O:28][CH3:27])[CH:30]=1)[C:34]1[CH:39]=[N:38][C:37]([O:40][CH3:41])=[CH:36][N:35]=1. The catalyst class is: 433. (4) Reactant: [Br:1][C:2]1[CH:3]=[C:4]2[N:10]=[CH:9][N:8]([CH2:11][C:12]3[CH:22]=[CH:21][C:15]4[N:16]=[C:17]([S:19][CH3:20])[O:18][C:14]=4[CH:13]=3)[C:5]2=[N:6][CH:7]=1.ClC1C=CC=C(C(OO)=[O:31])C=1.C([O-])(O)=O.[Na+]. Product: [Br:1][C:2]1[CH:3]=[C:4]2[N:10]=[CH:9][N:8]([CH2:11][C:12]3[CH:22]=[CH:21][C:15]4[N:16]=[C:17]([S:19]([CH3:20])=[O:31])[O:18][C:14]=4[CH:13]=3)[C:5]2=[N:6][CH:7]=1. The catalyst class is: 2. (5) The catalyst class is: 6. Reactant: [H-].[Na+].[CH3:3]N(C)C=O.[Br:8][C:9]1[CH:10]=[CH:11][C:12]2[C:17](=[O:18])[O:16][C:15](=[O:19])[NH:14][C:13]=2[CH:20]=1.IC. Product: [Br:8][C:9]1[CH:10]=[CH:11][C:12]2[C:17](=[O:18])[O:16][C:15](=[O:19])[N:14]([CH3:3])[C:13]=2[CH:20]=1. (6) Reactant: [Si:1]([O:8][CH2:9][CH2:10][O:11][C:12]1[CH:13]=[CH:14][C:15]([CH:27]=O)=[N:16][C:17]=1[C:18]1[CH:23]=[CH:22][C:21]([S:24]([CH3:26])=[O:25])=[CH:20][CH:19]=1)([C:4]([CH3:7])([CH3:6])[CH3:5])([CH3:3])[CH3:2].[NH2:29][C:30]1[CH:38]=[C:37]([O:39][CH3:40])[CH:36]=[C:35]([O:41][CH3:42])[C:31]=1[C:32]([NH2:34])=[O:33].OS([O-])=O.[Na+].O.C1(C)C=CC(S(O)(=O)=O)=CC=1. The catalyst class is: 80. Product: [Si:1]([O:8][CH2:9][CH2:10][O:11][C:12]1[CH:13]=[CH:14][C:15]([C:27]2[NH:34][C:32](=[O:33])[C:31]3[C:30](=[CH:38][C:37]([O:39][CH3:40])=[CH:36][C:35]=3[O:41][CH3:42])[N:29]=2)=[N:16][C:17]=1[C:18]1[CH:23]=[CH:22][C:21]([S:24]([CH3:26])=[O:25])=[CH:20][CH:19]=1)([C:4]([CH3:7])([CH3:6])[CH3:5])([CH3:3])[CH3:2]. (7) Reactant: C([O:8][N:9]1[C:15](=[O:16])[N:14]2[CH2:17][C@H:10]1[CH2:11][CH2:12][C@H:13]2[C:18]([NH:20][N:21]1[CH2:26][CH2:25][O:24][CH2:23][CH2:22]1)=[O:19])C1C=CC=CC=1.[H][H]. Product: [OH:8][N:9]1[C:15](=[O:16])[N:14]2[CH2:17][C@H:10]1[CH2:11][CH2:12][C@H:13]2[C:18]([NH:20][N:21]1[CH2:26][CH2:25][O:24][CH2:23][CH2:22]1)=[O:19]. The catalyst class is: 19.